From a dataset of Forward reaction prediction with 1.9M reactions from USPTO patents (1976-2016). Predict the product of the given reaction. (1) Given the reactants [O:1]1[CH:3]2[CH2:4][CH2:5][C:6]3[C:11]([CH:2]12)=[CH:10][CH:9]=[CH:8][CH:7]=3.[C:12]([O:16][C:17]([N:19]1[CH2:25][CH2:24][CH2:23][NH:22][CH2:21][CH2:20]1)=[O:18])([CH3:15])([CH3:14])[CH3:13], predict the reaction product. The product is: [OH:1][C@@H:3]1[CH2:4][CH2:5][C:6]2[C:11](=[CH:10][CH:9]=[CH:8][CH:7]=2)[C@H:2]1[N:22]1[CH2:23][CH2:24][CH2:25][N:19]([C:17]([O:16][C:12]([CH3:15])([CH3:14])[CH3:13])=[O:18])[CH2:20][CH2:21]1. (2) Given the reactants C(OC([N:8]1[CH2:13][CH2:12][N:11]([C:14]2[CH:19]=[CH:18][C:17]([NH:20][C:21]([C:23]3[C:24]([C:30]4[CH:35]=[CH:34][C:33]([CH:36]([CH3:38])[CH3:37])=[CH:32][CH:31]=4)=[CH:25][C:26]([CH3:29])=[CH:27][CH:28]=3)=[O:22])=[CH:16][CH:15]=2)[CH2:10][CH2:9]1)=O)(C)(C)C.FC(F)(F)C(O)=O, predict the reaction product. The product is: [N:11]1([C:14]2[CH:15]=[CH:16][C:17]([NH:20][C:21]([C:23]3[C:24]([C:30]4[CH:31]=[CH:32][C:33]([CH:36]([CH3:38])[CH3:37])=[CH:34][CH:35]=4)=[CH:25][C:26]([CH3:29])=[CH:27][CH:28]=3)=[O:22])=[CH:18][CH:19]=2)[CH2:10][CH2:9][NH:8][CH2:13][CH2:12]1. (3) Given the reactants [CH2:1]([C:5]1[CH:10]=[CH:9][C:8]([S:11](Cl)(=[O:13])=[O:12])=[CH:7][CH:6]=1)[CH2:2][CH2:3]C.[NH2:15][C:16]1[C:17]([O:23]C)=[N:18][C:19]([Cl:22])=[CH:20][CH:21]=1, predict the reaction product. The product is: [Cl:22][C:19]1[N:18]=[C:17]([OH:23])[C:16]([NH:15][S:11]([C:8]2[CH:7]=[CH:6][C:5]([CH2:1][CH2:2][CH3:3])=[CH:10][CH:9]=2)(=[O:12])=[O:13])=[CH:21][CH:20]=1. (4) Given the reactants [CH2:1]([NH:8][C:9]1[C:18]2[C:13](=[CH:14][CH:15]=[CH:16][C:17]=2[C:19]2[CH:24]=[CH:23][CH:22]=[CH:21][CH:20]=2)[C:12]([C:25]2[CH:26]=[C:27]([S:31]([NH:34][C:35]([CH3:38])([CH3:37])[CH3:36])(=[O:33])=[O:32])[CH:28]=[N:29][CH:30]=2)=[C:11](SC)[N:10]=1)[C:2]1[CH:7]=[CH:6][CH:5]=[CH:4][CH:3]=1.[OH-].[NH4+], predict the reaction product. The product is: [CH2:1]([NH:8][C:9]1[C:18]2[C:13](=[CH:14][CH:15]=[CH:16][C:17]=2[C:19]2[CH:24]=[CH:23][CH:22]=[CH:21][CH:20]=2)[C:12]([C:25]2[CH:26]=[C:27]([S:31]([NH:34][C:35]([CH3:38])([CH3:37])[CH3:36])(=[O:33])=[O:32])[CH:28]=[N:29][CH:30]=2)=[CH:11][N:10]=1)[C:2]1[CH:7]=[CH:6][CH:5]=[CH:4][CH:3]=1. (5) Given the reactants [O:1]=[C:2]1[C:7]([C:14]2[CH:19]=[CH:18][CH:17]=[CH:16][CH:15]=2)([C:8]2[CH:13]=[CH:12][CH:11]=[CH:10][CH:9]=2)[CH2:6][CH2:5][CH2:4][N:3]1[CH2:20][C:21](O)=[O:22].[F:24][C:25]1[CH:26]=[C:27]([CH:35]=[CH:36][C:37]=1[F:38])[O:28][CH:29]1[CH2:34][CH2:33][NH:32][CH2:31][CH2:30]1.C(N=C=NCCCN(C)C)C.CCOCC, predict the reaction product. The product is: [F:24][C:25]1[CH:26]=[C:27]([CH:35]=[CH:36][C:37]=1[F:38])[O:28][CH:29]1[CH2:34][CH2:33][N:32]([C:21](=[O:22])[CH2:20][N:3]2[CH2:4][CH2:5][CH2:6][C:7]([C:14]3[CH:19]=[CH:18][CH:17]=[CH:16][CH:15]=3)([C:8]3[CH:13]=[CH:12][CH:11]=[CH:10][CH:9]=3)[C:2]2=[O:1])[CH2:31][CH2:30]1. (6) Given the reactants [Cl:1][C:2]1[N:10]=[C:9]([C:11]#[C:12]C(C)(O)C)[N:8]=[C:7]2[C:3]=1[N:4]=[CH:5][N:6]2[CH:17]1[CH2:22][CH2:21][CH2:20][CH2:19][O:18]1.[OH-].[K+], predict the reaction product. The product is: [Cl:1][C:2]1[N:10]=[C:9]([C:11]#[CH:12])[N:8]=[C:7]2[C:3]=1[N:4]=[CH:5][N:6]2[CH:17]1[CH2:22][CH2:21][CH2:20][CH2:19][O:18]1. (7) Given the reactants [F:1][C:2]1[CH:20]=[CH:19][C:5]([CH2:6][O:7][C:8]2[CH:9]=[C:10]3[C:15](=[CH:16][CH:17]=2)[C:14](=O)[NH:13][CH2:12][CH2:11]3)=[CH:4][CH:3]=1.[H-].[Al+3].[Li+].[H-].[H-].[H-], predict the reaction product. The product is: [F:1][C:2]1[CH:3]=[CH:4][C:5]([CH2:6][O:7][C:8]2[CH:9]=[C:10]3[C:15](=[CH:16][CH:17]=2)[CH2:14][NH:13][CH2:12][CH2:11]3)=[CH:19][CH:20]=1.